Dataset: Merck oncology drug combination screen with 23,052 pairs across 39 cell lines. Task: Regression. Given two drug SMILES strings and cell line genomic features, predict the synergy score measuring deviation from expected non-interaction effect. (1) Drug 1: N.N.O=C(O)C1(C(=O)O)CCC1.[Pt]. Drug 2: C=CCn1c(=O)c2cnc(Nc3ccc(N4CCN(C)CC4)cc3)nc2n1-c1cccc(C(C)(C)O)n1. Cell line: UWB1289. Synergy scores: synergy=70.2. (2) Drug 1: C=CCn1c(=O)c2cnc(Nc3ccc(N4CCN(C)CC4)cc3)nc2n1-c1cccc(C(C)(C)O)n1. Drug 2: COC1CC2CCC(C)C(O)(O2)C(=O)C(=O)N2CCCCC2C(=O)OC(C(C)CC2CCC(OP(C)(C)=O)C(OC)C2)CC(=O)C(C)C=C(C)C(O)C(OC)C(=O)C(C)CC(C)C=CC=CC=C1C. Cell line: A2058. Synergy scores: synergy=38.9. (3) Drug 1: COC12C(COC(N)=O)C3=C(C(=O)C(C)=C(N)C3=O)N1CC1NC12. Drug 2: CS(=O)(=O)CCNCc1ccc(-c2ccc3ncnc(Nc4ccc(OCc5cccc(F)c5)c(Cl)c4)c3c2)o1. Cell line: NCIH23. Synergy scores: synergy=15.3. (4) Drug 1: COc1cccc2c1C(=O)c1c(O)c3c(c(O)c1C2=O)CC(O)(C(=O)CO)CC3OC1CC(N)C(O)C(C)O1. Drug 2: N#Cc1ccc(Cn2cncc2CN2CCN(c3cccc(Cl)c3)C(=O)C2)cc1. Cell line: A375. Synergy scores: synergy=0.798. (5) Drug 1: COC12C(COC(N)=O)C3=C(C(=O)C(C)=C(N)C3=O)N1CC1NC12. Drug 2: Cc1nc(Nc2ncc(C(=O)Nc3c(C)cccc3Cl)s2)cc(N2CCN(CCO)CC2)n1. Cell line: A2780. Synergy scores: synergy=50.2.